From a dataset of Full USPTO retrosynthesis dataset with 1.9M reactions from patents (1976-2016). Predict the reactants needed to synthesize the given product. (1) Given the product [CH3:1][O:2][C:3]1[N:8]=[C:7]([C:9]2[C:13]([C:14]([OH:16])=[O:15])=[CH:12][N:11]([CH2:22][O:23][CH2:24][CH2:25][Si:26]([CH3:29])([CH3:28])[CH3:27])[N:10]=2)[CH:6]=[CH:5][CH:4]=1, predict the reactants needed to synthesize it. The reactants are: [CH3:1][O:2][C:3]1[N:8]=[C:7]([C:9]2[C:13]([C:14]([O:16]CC)=[O:15])=[CH:12][NH:11][N:10]=2)[CH:6]=[CH:5][CH:4]=1.[H-].[Na+].Cl[CH2:22][O:23][CH2:24][CH2:25][Si:26]([CH3:29])([CH3:28])[CH3:27]. (2) Given the product [CH3:12][C:7]1[CH:8]=[CH:9][C:10]2[C:2](=[CH:1][CH:34]=[CH:35][CH:36]=2)[C:3]=1[C:4]([O:13]/[N:14]=[C:15](/[C:17]1[CH:25]=[CH:24][C:20]2[O:21][CH2:22][O:23][C:19]=2[CH:18]=1)\[NH2:16])=[O:5], predict the reactants needed to synthesize it. The reactants are: [CH3:1][C:2]1[CH:10]=[C:9](C)[CH:8]=[C:7]([CH3:12])[C:3]=1[C:4](Cl)=[O:5].[OH:13]/[N:14]=[C:15](/[C:17]1[CH:25]=[CH:24][C:20]2[O:21][CH2:22][O:23][C:19]=2[CH:18]=1)\[NH2:16].C(Cl)Cl.CCOCC.[CH3:34][CH2:35][CH2:36]CC. (3) Given the product [ClH:1].[ClH:25].[C@H:28]1([CH2:38][N:39]2[CH2:44][CH2:43][CH:42]([NH:45][C:20]([C:14]3[NH:15][C:16]4[C:12]([CH:13]=3)=[C:11]([O:10][CH2:9][C:6]3[C:5]5[CH:23]=[CH:24][C:2]([Cl:1])=[CH:3][C:4]=5[O:8][CH:7]=3)[CH:19]=[CH:18][CH:17]=4)=[O:21])[CH2:41][CH2:40]2)[C@@H:37]2[N:32]([CH2:33][CH2:34][CH2:35][CH2:36]2)[CH2:31][CH2:30][CH2:29]1, predict the reactants needed to synthesize it. The reactants are: [Cl:1][C:2]1[CH:24]=[CH:23][C:5]2[C:6]([CH2:9][O:10][C:11]3[CH:19]=[CH:18][CH:17]=[C:16]4[C:12]=3[CH:13]=[C:14]([C:20](O)=[O:21])[NH:15]4)=[CH:7][O:8][C:4]=2[CH:3]=1.[ClH:25].Cl.Cl.[C@H:28]1([CH2:38][N:39]2[CH2:44][CH2:43][CH:42]([NH2:45])[CH2:41][CH2:40]2)[C@@H:37]2[N:32]([CH2:33][CH2:34][CH2:35][CH2:36]2)[CH2:31][CH2:30][CH2:29]1. (4) Given the product [CH2:8]([O:7][C@@H:6]1[C@@H:15]([O:16][CH2:17][C:18]2[CH:23]=[CH:22][CH:21]=[CH:20][CH:19]=2)[C@@H:24]([O:25][CH2:26][C:27]2[CH:28]=[CH:29][CH:30]=[CH:31][CH:32]=2)[C@@H:33]([CH2:35][O:36][CH2:37][C:38]2[CH:39]=[CH:40][CH:41]=[CH:42][CH:43]=2)[O:34][C@@H:5]1[Br:44])[C:9]1[CH:10]=[CH:11][CH:12]=[CH:13][CH:14]=1, predict the reactants needed to synthesize it. The reactants are: C(O[CH:5]1[O:34][C@H:33]([CH2:35][O:36][CH2:37][C:38]2[CH:43]=[CH:42][CH:41]=[CH:40][CH:39]=2)[C@H:24]([O:25][CH2:26][C:27]2[CH:32]=[CH:31][CH:30]=[CH:29][CH:28]=2)[C@H:15]([O:16][CH2:17][C:18]2[CH:23]=[CH:22][CH:21]=[CH:20][CH:19]=2)[C@H:6]1[O:7][CH2:8][C:9]1[CH:14]=[CH:13][CH:12]=[CH:11][CH:10]=1)(=O)C.[BrH:44].C(=O)([O-])O.[Na+]. (5) Given the product [CH2:11]([O:10][C:8]([C:7]1[C:2]([C:36]2[CH:37]=[CH:38][C:33]([O:26][C:27]3[CH:32]=[CH:31][CH:30]=[CH:29][CH:28]=3)=[CH:34][CH:35]=2)=[CH:3][C:4]([C:13]2[CH2:18][CH2:17][N:16]([C:19]([O:21][C:22]([CH3:25])([CH3:24])[CH3:23])=[O:20])[CH2:15][CH:14]=2)=[CH:5][CH:6]=1)=[O:9])[CH3:12], predict the reactants needed to synthesize it. The reactants are: Cl[C:2]1[CH:3]=[C:4]([C:13]2[CH2:18][CH2:17][N:16]([C:19]([O:21][C:22]([CH3:25])([CH3:24])[CH3:23])=[O:20])[CH2:15][CH:14]=2)[CH:5]=[CH:6][C:7]=1[C:8]([O:10][CH2:11][CH3:12])=[O:9].[O:26]([C:33]1[CH:38]=[CH:37][C:36](B(O)O)=[CH:35][CH:34]=1)[C:27]1[CH:32]=[CH:31][CH:30]=[CH:29][CH:28]=1.[O-]P([O-])([O-])=O.[K+].[K+].[K+].C1(P(C2CCCCC2)C2CCCCC2)CCCCC1.